This data is from Reaction yield outcomes from USPTO patents with 853,638 reactions. The task is: Predict the reaction yield, written as a fraction of the theoretical maximum amount of product (1.0 means a 100% yield; for example, 0.34 means a 34% yield). (1) The reactants are Cl[C:2]1[C:3](=[O:18])[N:4]([CH:15]([CH3:17])[CH3:16])[S:5](=[O:14])(=[O:13])[C:6]=1[C:7]1[CH:12]=[CH:11][CH:10]=[CH:9][CH:8]=1.[CH2:19]([NH2:26])[C:20]1[CH:25]=[CH:24][CH:23]=[CH:22][CH:21]=1. The catalyst is CC#N. The product is [CH2:19]([NH:26][C:2]1[C:3](=[O:18])[N:4]([CH:15]([CH3:17])[CH3:16])[S:5](=[O:14])(=[O:13])[C:6]=1[C:7]1[CH:12]=[CH:11][CH:10]=[CH:9][CH:8]=1)[C:20]1[CH:25]=[CH:24][CH:23]=[CH:22][CH:21]=1. The yield is 0.580. (2) The reactants are [CH2:1]([C@H:3]1[C@@H:7]([N:8]=C=O)[CH2:6][C@@H:5]([NH:11][S:12]([CH:15]2[CH2:17][CH2:16]2)(=[O:14])=[O:13])[CH2:4]1)[CH3:2].[ClH:18].CCOCC.CCOC(C)=O. The catalyst is O. The product is [ClH:18].[NH2:8][C@@H:7]1[C@H:3]([CH2:1][CH3:2])[CH2:4][C@H:5]([NH:11][S:12]([CH:15]2[CH2:17][CH2:16]2)(=[O:14])=[O:13])[CH2:6]1. The yield is 0.850.